Predict the reaction yield, written as a fraction of the theoretical maximum amount of product (1.0 means a 100% yield; for example, 0.34 means a 34% yield). From a dataset of Reaction yield outcomes from USPTO patents with 853,638 reactions. (1) The reactants are [C:1]([O:5][C:6](=[O:26])[N:7]([C:9]1[CH:14]=[CH:13][N:12]2[CH:15]=[C:16]([C:18]3[CH:23]=[CH:22][C:21]([CH2:24][OH:25])=[CH:20][CH:19]=3)[N:17]=[C:11]2[N:10]=1)[CH3:8])([CH3:4])([CH3:3])[CH3:2].[C:27]([O-])([O-])=O.[K+].[K+].CI. The catalyst is CN(C=O)C. The product is [C:1]([O:5][C:6](=[O:26])[N:7]([C:9]1[CH:14]=[CH:13][N:12]2[CH:15]=[C:16]([C:18]3[CH:19]=[CH:20][C:21]([CH2:24][O:25][CH3:27])=[CH:22][CH:23]=3)[N:17]=[C:11]2[N:10]=1)[CH3:8])([CH3:4])([CH3:2])[CH3:3]. The yield is 0.960. (2) The reactants are C([O:8][N:9]1[C:15](=[O:16])[N:14]2[CH2:17][C@H:10]1[CH2:11][CH2:12][C@H:13]2[C:18]1[O:19][C:20]([N:23]2[CH2:28][CH2:27][O:26][CH2:25][CH2:24]2)=[N:21][N:22]=1)C1C=CC=CC=1. The catalyst is C1COCC1.[Pd]. The product is [OH:8][N:9]1[C:15](=[O:16])[N:14]2[CH2:17][C@H:10]1[CH2:11][CH2:12][C@H:13]2[C:18]1[O:19][C:20]([N:23]2[CH2:24][CH2:25][O:26][CH2:27][CH2:28]2)=[N:21][N:22]=1. The yield is 0.900. (3) The reactants are [NH2:1][C:2]1[CH:7]=[CH:6][C:5]([C:8]2[N:13]=[C:12]([N:14]3[CH2:19][CH2:18][O:17][CH2:16][CH2:15]3)[N:11]=[C:10]([C:20]3[CH:25]=[CH:24][C:23]([NH:26][C:27]([NH:29][CH3:30])=[O:28])=[CH:22][CH:21]=3)[N:9]=2)=[CH:4][CH:3]=1.[N:31]1[CH:36]=[CH:35][CH:34]=[C:33]([NH:37][C:38](=[O:46])OC2C=CC=CC=2)[CH:32]=1. No catalyst specified. The product is [CH3:30][NH:29][C:27]([NH:26][C:23]1[CH:22]=[CH:21][C:20]([C:10]2[N:11]=[C:12]([N:14]3[CH2:15][CH2:16][O:17][CH2:18][CH2:19]3)[N:13]=[C:8]([C:5]3[CH:4]=[CH:3][C:2]([NH:1][C:38](=[O:46])[NH:37][C:33]4[CH:32]=[N:31][CH:36]=[CH:35][CH:34]=4)=[CH:7][CH:6]=3)[N:9]=2)=[CH:25][CH:24]=1)=[O:28]. The yield is 0.0600. (4) The reactants are I[C:2]1[CH:7]=[CH:6][N:5]=[C:4]([N:8]2[C:16]3[C:11](=[CH:12][C:13]([CH2:17][N:18]([CH3:24])[C:19](=[O:23])[CH2:20][CH2:21][CH3:22])=[CH:14][CH:15]=3)[C:10]([C:25]([NH2:27])=[O:26])=[N:9]2)[CH:3]=1.[C:28]([C@:30]1([OH:37])[CH2:34][CH2:33][N:32]([CH3:35])[C:31]1=[O:36])#[CH:29]. No catalyst specified. The product is [OH:37][C@@:30]1([C:28]#[C:29][C:2]2[CH:7]=[CH:6][N:5]=[C:4]([N:8]3[C:16]4[C:11](=[CH:12][C:13]([CH2:17][N:18]([CH3:24])[C:19](=[O:23])[CH2:20][CH2:21][CH3:22])=[CH:14][CH:15]=4)[C:10]([C:25]([NH2:27])=[O:26])=[N:9]3)[CH:3]=2)[CH2:34][CH2:33][N:32]([CH3:35])[C:31]1=[O:36]. The yield is 0.130. (5) The reactants are [C:1]1([C:7]2[CH:20]=[CH:19][C:10]3[N:11]=[C:12]([CH2:14][C:15]([NH:17][NH2:18])=[O:16])[S:13][C:9]=3[CH:8]=2)[CH:6]=[CH:5][CH:4]=[CH:3][CH:2]=1.C(=O)(O)[O-].[K+].[N:26]#[C:27]Br. The catalyst is CO. The product is [C:1]1([C:7]2[CH:20]=[CH:19][C:10]3[N:11]=[C:12]([CH2:14][C:15]4[O:16][C:27]([NH2:26])=[N:18][N:17]=4)[S:13][C:9]=3[CH:8]=2)[CH:2]=[CH:3][CH:4]=[CH:5][CH:6]=1. The yield is 0.370. (6) The reactants are [CH3:1][O:2][C:3]1[CH:4]=[C:5]([CH2:11][CH2:12][CH2:13][CH2:14][OH:15])[CH:6]=[CH:7][C:8]=1[O:9][CH3:10].[CH3:16][S:17](Cl)(=[O:19])=[O:18]. No catalyst specified. The product is [CH3:1][O:2][C:3]1[CH:4]=[C:5]([CH2:11][CH2:12][CH2:13][CH2:14][O:15][S:17]([CH3:16])(=[O:19])=[O:18])[CH:6]=[CH:7][C:8]=1[O:9][CH3:10]. The yield is 0.780.